Task: Predict the reactants needed to synthesize the given product.. Dataset: Full USPTO retrosynthesis dataset with 1.9M reactions from patents (1976-2016) Given the product [NH2:10][C:8]1[C:7]([O:11][C:12]2[C:13]([CH:21]([CH3:23])[CH3:22])=[CH:14][C:15]([O:19][CH3:20])=[C:16]([CH:17]=2)[C:24]#[N:25])=[CH:6][N:5]=[C:4]([NH:3][CH2:1][CH3:2])[N:9]=1, predict the reactants needed to synthesize it. The reactants are: [CH2:1]([NH:3][C:4]1[N:9]=[C:8]([NH2:10])[C:7]([O:11][C:12]2[CH:17]=[C:16](I)[C:15]([O:19][CH3:20])=[CH:14][C:13]=2[CH:21]([CH3:23])[CH3:22])=[CH:6][N:5]=1)[CH3:2].[C:24]([Cu])#[N:25].O.